This data is from Catalyst prediction with 721,799 reactions and 888 catalyst types from USPTO. The task is: Predict which catalyst facilitates the given reaction. Reactant: [F:1][C:2]1[C:11]([CH3:12])=[C:10]2[C:5]([CH:6]=[C:7]([C@@H:25]([NH2:27])[CH3:26])[C:8]([N:13]3[CH2:18][CH2:17][N:16]([C:19]4[CH:24]=[N:23][CH:22]=[CH:21][N:20]=4)[CH2:15][CH2:14]3)=[N:9]2)=[CH:4][CH:3]=1.Cl[C:29]1[C:30]2[N:38]=[CH:37][CH:36]=[CH:35][C:31]=2[N:32]=[CH:33][N:34]=1.CCN(C(C)C)C(C)C. Product: [F:1][C:2]1[C:11]([CH3:12])=[C:10]2[C:5]([CH:6]=[C:7]([C@@H:25]([NH:27][C:29]3[C:30]4[N:38]=[CH:37][CH:36]=[CH:35][C:31]=4[N:32]=[CH:33][N:34]=3)[CH3:26])[C:8]([N:13]3[CH2:14][CH2:15][N:16]([C:19]4[CH:24]=[N:23][CH:22]=[CH:21][N:20]=4)[CH2:17][CH2:18]3)=[N:9]2)=[CH:4][CH:3]=1. The catalyst class is: 37.